Dataset: Forward reaction prediction with 1.9M reactions from USPTO patents (1976-2016). Task: Predict the product of the given reaction. (1) Given the reactants C[O:2][C:3](=[O:36])[C@@H:4]([NH:23][C:24]([C:26]1([CH2:31][CH2:32][N:33]=[N+:34]=[N-:35])[CH2:30][CH2:29][CH2:28][CH2:27]1)=[O:25])[CH2:5][C:6]1[CH:11]=[CH:10][C:9]([NH:12][C:13](=[O:22])[C:14]2[C:19]([Cl:20])=[CH:18][CH:17]=[CH:16][C:15]=2[Cl:21])=[CH:8][CH:7]=1.[OH-].[Na+], predict the reaction product. The product is: [N:33]([CH2:32][CH2:31][C:26]1([C:24]([NH:23][C@@H:4]([CH2:5][C:6]2[CH:7]=[CH:8][C:9]([NH:12][C:13](=[O:22])[C:14]3[C:15]([Cl:21])=[CH:16][CH:17]=[CH:18][C:19]=3[Cl:20])=[CH:10][CH:11]=2)[C:3]([OH:36])=[O:2])=[O:25])[CH2:30][CH2:29][CH2:28][CH2:27]1)=[N+:34]=[N-:35]. (2) The product is: [C:16]([C:20]1[CH:21]=[CH:22][C:23]([CH2:24][NH:11][CH2:10][CH2:9][C:6]2[CH:7]=[CH:8][C:3]([Cl:2])=[C:4]([CH2:12][CH3:13])[CH:5]=2)=[CH:26][CH:27]=1)([CH3:19])([CH3:17])[CH3:18]. Given the reactants Cl.[Cl:2][C:3]1[CH:8]=[CH:7][C:6]([CH2:9][CH2:10][NH2:11])=[CH:5][C:4]=1[CH2:12][CH3:13].[OH-].[Na+].[C:16]([C:20]1[CH:27]=[CH:26][C:23]([CH:24]=O)=[CH:22][CH:21]=1)([CH3:19])([CH3:18])[CH3:17].Cl, predict the reaction product.